Dataset: Full USPTO retrosynthesis dataset with 1.9M reactions from patents (1976-2016). Task: Predict the reactants needed to synthesize the given product. (1) Given the product [CH3:1][C:2]1[CH:7]=[CH:6][C:5]([S:8]([O:11][CH2:12][CH:13]2[CH2:17][C:16]3[C:18]([C:25]4[C:26]([CH3:30])=[CH:27][CH:28]=[CH:29][C:24]=4[CH3:23])=[CH:19][CH:20]=[CH:21][C:15]=3[O:14]2)(=[O:10])=[O:9])=[CH:4][CH:3]=1, predict the reactants needed to synthesize it. The reactants are: [CH3:1][C:2]1[CH:7]=[CH:6][C:5]([S:8]([O:11][CH2:12][CH:13]2[CH2:17][C:16]3[C:18](Br)=[CH:19][CH:20]=[CH:21][C:15]=3[O:14]2)(=[O:10])=[O:9])=[CH:4][CH:3]=1.[CH3:23][C:24]1[CH:29]=[CH:28][CH:27]=[C:26]([CH3:30])[C:25]=1B(O)O.O.O.O.O.O.O.O.O.[OH-].[Ba+2].[OH-].CC1C=CC(S(OCC2CC3C=CC=C(C4C=C(C(F)(F)F)C=C(C(F)(F)F)C=4)C=3O2)(=O)=O)=CC=1. (2) Given the product [NH2:9][C:10]1[S:11][C:2]([C:3]([O:4][CH2:5][CH3:6])=[O:8])=[C:13]([CH2:14][OH:15])[N:12]=1, predict the reactants needed to synthesize it. The reactants are: Cl[CH:2]1[C:6](=O)[CH2:5][O:4][C:3]1=[O:8].[NH2:9][C:10]([NH2:12])=[S:11].[CH3:13][CH2:14][OH:15]. (3) Given the product [CH3:22][C:18]1[CH:17]=[C:16]([NH:15][C:14]([C:9]2[N:10]=[C:11]([CH3:13])[S:12][C:8]=2[NH2:7])=[O:23])[CH:21]=[CH:20][N:19]=1, predict the reactants needed to synthesize it. The reactants are: C(OC(=O)[NH:7][C:8]1[S:12][C:11]([CH3:13])=[N:10][C:9]=1[C:14](=[O:23])[NH:15][C:16]1[CH:21]=[CH:20][N:19]=[C:18]([CH3:22])[CH:17]=1)(C)(C)C.C(=O)([O-])[O-].[Na+].[Na+]. (4) Given the product [Cl:17][C:13]1[CH:14]=[C:15]([F:16])[C:10]([CH2:9][NH:8][C:5]2[N:4]=[CH:3][C:2]([C:23]3[CH:24]=[N:25][C:20]([Cl:19])=[CH:21][C:22]=3[CH3:29])=[CH:7][N:6]=2)=[C:11]([F:18])[CH:12]=1, predict the reactants needed to synthesize it. The reactants are: Br[C:2]1[CH:3]=[N:4][C:5]([NH:8][CH2:9][C:10]2[C:15]([F:16])=[CH:14][C:13]([Cl:17])=[CH:12][C:11]=2[F:18])=[N:6][CH:7]=1.[Cl:19][C:20]1[N:25]=[CH:24][C:23](B(O)O)=[C:22]([CH3:29])[CH:21]=1.P([O-])([O-])([O-])=O.[K+].[K+].[K+].O. (5) Given the product [CH:14]1([NH:17][C:11]([C:8]2[N:9]=[CH:10][C:5]([C:3]([O:2][CH3:1])=[O:4])=[CH:6][CH:7]=2)=[O:13])[CH2:16][CH2:15]1, predict the reactants needed to synthesize it. The reactants are: [CH3:1][O:2][C:3]([C:5]1[CH:6]=[CH:7][C:8]([C:11]([OH:13])=O)=[N:9][CH:10]=1)=[O:4].[CH:14]1([NH2:17])[CH2:16][CH2:15]1.CCN(CC)CC.CN(C(ON1N=NC2C=CC=CC1=2)=[N+](C)C)C.F[P-](F)(F)(F)(F)F.